From a dataset of Full USPTO retrosynthesis dataset with 1.9M reactions from patents (1976-2016). Predict the reactants needed to synthesize the given product. Given the product [CH3:1][S:2]([O:5][C:6]1[CH:11]=[C:10]([C:12]2([C:20]3[CH:25]=[CH:24][C:23]([F:26])=[C:22]([Br:27])[CH:21]=3)[C:16](=[O:17])[N:15]([CH3:18])[C:14]([NH2:31])=[N:13]2)[CH:9]=[CH:8][C:7]=1[CH2:28][CH3:29])(=[O:4])=[O:3], predict the reactants needed to synthesize it. The reactants are: [CH3:1][S:2]([O:5][C:6]1[CH:11]=[C:10]([C:12]2([C:20]3[CH:25]=[CH:24][C:23]([F:26])=[C:22]([Br:27])[CH:21]=3)[C:16](=[O:17])[N:15]([CH3:18])[C:14](=S)[NH:13]2)[CH:9]=[CH:8][C:7]=1[CH2:28][CH3:29])(=[O:4])=[O:3].[OH-].[NH4+:31].C(OO)(C)(C)C.